From a dataset of Reaction yield outcomes from USPTO patents with 853,638 reactions. Predict the reaction yield, written as a fraction of the theoretical maximum amount of product (1.0 means a 100% yield; for example, 0.34 means a 34% yield). The reactants are [CH3:1][C:2]1[C:6]([CH2:7][N:8]2[CH:12]=[C:11]([N:13]3[C:17](=[O:18])[C:16]([CH3:20])([CH3:19])[N:15]([CH2:21][C:22]4[CH:27]=[CH:26][CH:25]=[C:24]([CH2:28][OH:29])[CH:23]=4)[C:14]3=[O:30])[CH:10]=[N:9]2)=[C:5]([CH3:31])[O:4][N:3]=1.[H-].[Na+].I[CH3:35]. The catalyst is CN(C)C=O.C(OCC)(=O)C. The product is [CH3:1][C:2]1[C:6]([CH2:7][N:8]2[CH:12]=[C:11]([N:13]3[C:17](=[O:18])[C:16]([CH3:20])([CH3:19])[N:15]([CH2:21][C:22]4[CH:27]=[CH:26][CH:25]=[C:24]([CH2:28][O:29][CH3:35])[CH:23]=4)[C:14]3=[O:30])[CH:10]=[N:9]2)=[C:5]([CH3:31])[O:4][N:3]=1. The yield is 0.360.